Dataset: Full USPTO retrosynthesis dataset with 1.9M reactions from patents (1976-2016). Task: Predict the reactants needed to synthesize the given product. (1) Given the product [F:18][C:19]1[CH:20]=[C:21]([NH:22][C:2]2[N:10]=[CH:9][C:8]([F:11])=[CH:7][C:3]=2[C:4]([OH:6])=[O:5])[CH:23]=[CH:24][C:25]=1[F:26], predict the reactants needed to synthesize it. The reactants are: Cl[C:2]1[N:10]=[CH:9][C:8]([F:11])=[CH:7][C:3]=1[C:4]([OH:6])=[O:5].C([O-])([O-])=O.[K+].[K+].[F:18][C:19]1[CH:20]=[C:21]([CH:23]=[CH:24][C:25]=1[F:26])[NH2:22].Cl. (2) Given the product [Cl:19][C:8]1[C:7]([N+:14]([O-:16])=[O:15])=[CH:6][C:5]2[C:10](=[CH:11][CH:12]=[C:3]([O:2][CH3:1])[CH:4]=2)[N:9]=1, predict the reactants needed to synthesize it. The reactants are: [CH3:1][O:2][C:3]1[CH:4]=[C:5]2[C:10](=[CH:11][CH:12]=1)[N+:9]([O-])=[CH:8][C:7]([N+:14]([O-:16])=[O:15])=[CH:6]2.P(Cl)(Cl)([Cl:19])=O. (3) Given the product [CH3:12][N:2]([CH3:1])[C:3]1[CH:4]=[CH:5][C:6]([C:9]2[O:11][C:31]([C:25]3[CH:30]=[CH:29][CH:28]=[CH:27][CH:26]=3)=[N:32][N:33]=2)=[CH:7][CH:8]=1, predict the reactants needed to synthesize it. The reactants are: [CH3:1][N:2]([CH3:12])[C:3]1[CH:8]=[CH:7][C:6]([C:9]([OH:11])=O)=[CH:5][CH:4]=1.C(Cl)(=O)C(Cl)=O.N1C=CC=CC=1.[C:25]1([C:31]2NN=[N:33][N:32]=2)[CH:30]=[CH:29][CH:28]=[CH:27][CH:26]=1.C(=O)([O-])O.[Na+].